Dataset: Full USPTO retrosynthesis dataset with 1.9M reactions from patents (1976-2016). Task: Predict the reactants needed to synthesize the given product. (1) Given the product [F:26][C:27]1[CH:32]=[C:31]([F:33])[C:30]([F:34])=[CH:29][C:28]=1[O:18][C@@H:13]([C@H:10]1[CH2:11][CH2:12][NH:8][CH2:9]1)[CH2:14][CH2:15][CH2:16][CH3:17], predict the reactants needed to synthesize it. The reactants are: C(OC([N:8]1[CH2:12][CH2:11][C@H:10]([C@H:13]([OH:18])[CH2:14][CH2:15][CH2:16][CH3:17])[CH2:9]1)=O)(C)(C)C.CN(C=O)C.[H-].[Na+].[F:26][C:27]1[CH:32]=[C:31]([F:33])[C:30]([F:34])=[CH:29][C:28]=1F.Cl.CCO. (2) The reactants are: [Br:1][C:2]1[C:7]([O:8][CH3:9])=[CH:6][C:5]([C:10]2[S:11][CH:12]=[CH:13][CH:14]=2)=[CH:4][C:3]=1[O:15][CH3:16].CON(C)[C:20](=[O:36])[CH:21]([O:34][CH3:35])[C:22]1[CH:27]=[CH:26][C:25]([C:28]2[O:29][C:30]([CH3:33])=[N:31][N:32]=2)=[CH:24][CH:23]=1. Given the product [Br:1][C:2]1[C:7]([O:8][CH3:9])=[CH:6][C:5]([C:10]2[S:11][C:12]([C:20](=[O:36])[CH:21]([O:34][CH3:35])[C:22]3[CH:23]=[CH:24][C:25]([C:28]4[O:29][C:30]([CH3:33])=[N:31][N:32]=4)=[CH:26][CH:27]=3)=[CH:13][CH:14]=2)=[CH:4][C:3]=1[O:15][CH3:16], predict the reactants needed to synthesize it. (3) Given the product [C:1]([O:5][C:6]([CH:7]1[NH:8][CH:9]([CH2:10][C:11]([CH3:14])([CH3:13])[CH3:12])[C:21]2([C:20]3[C:24](=[CH:25][C:17]([Cl:16])=[C:18]([F:36])[CH:19]=3)[NH:23][C:22]2=[O:26])[CH:27]1[C:28]1[CH:33]=[CH:32][CH:31]=[C:30]([Cl:34])[C:29]=1[F:35])=[O:15])([CH3:4])([CH3:3])[CH3:2], predict the reactants needed to synthesize it. The reactants are: [C:1]([O:5][C:6](=[O:15])[CH2:7]/[N:8]=[CH:9]/[CH2:10][C:11]([CH3:14])([CH3:13])[CH3:12])([CH3:4])([CH3:3])[CH3:2].[Cl:16][C:17]1[CH:25]=[C:24]2[C:20](/[C:21](=[CH:27]/[C:28]3[CH:33]=[CH:32][CH:31]=[C:30]([Cl:34])[C:29]=3[F:35])/[C:22](=[O:26])[NH:23]2)=[CH:19][C:18]=1[F:36].C(N(CC)CC)C.C1CCN2C(=NCCC2)CC1. (4) Given the product [Cl:1][C:2]1[CH:10]=[CH:9][N:8]=[C:7]2[N:6]([CH2:18][CH2:19][C:20]([O:22][CH2:23][CH3:24])=[O:21])[CH:5]=[CH:4][C:3]=12, predict the reactants needed to synthesize it. The reactants are: [Cl:1][C:2]1[CH:10]=[CH:9][N:8]=[C:7]2[C:3]=1[CH:4]=[CH:5][NH:6]2.C(=O)([O-])[O-].[Cs+].[Cs+].Br[CH2:18][CH2:19][C:20]([O:22][CH2:23][CH3:24])=[O:21].C(=O)(O)[O-].[Na+]. (5) Given the product [F:1][C:2]1[CH:7]=[C:6]([O:8][CH3:9])[CH:5]=[CH:4][C:3]=1[C:10]([OH:12])([CH3:13])[CH3:11], predict the reactants needed to synthesize it. The reactants are: [F:1][C:2]1[CH:7]=[C:6]([O:8][CH3:9])[CH:5]=[CH:4][C:3]=1[C:10](=[O:12])[CH3:11].[CH3:13][Mg]Br.